This data is from Forward reaction prediction with 1.9M reactions from USPTO patents (1976-2016). The task is: Predict the product of the given reaction. (1) The product is: [C:18]([O:1][CH:2]([C:8]1[CH:17]=[CH:16][CH:15]=[C:14]2[C:9]=1[CH:10]=[CH:11][N:12]=[CH:13]2)[C:3]([O:5][CH2:6][CH3:7])=[O:4])(=[O:20])[CH3:19]. Given the reactants [OH:1][CH:2]([C:8]1[CH:17]=[CH:16][CH:15]=[C:14]2[C:9]=1[CH:10]=[CH:11][N:12]=[CH:13]2)[C:3]([O:5][CH2:6][CH3:7])=[O:4].[C:18](Cl)(=[O:20])[CH3:19], predict the reaction product. (2) The product is: [CH2:31]([O:30][C:27]1[CH:28]=[CH:29][C:24]([C:22]2[NH:21][C:19]3=[N:20][C:15]([CH2:14][N:11]4[CH2:10][CH2:9][NH:8][CH2:13][CH2:12]4)=[CH:16][CH:17]=[C:18]3[N:23]=2)=[CH:25][CH:26]=1)[C:32]1[CH:33]=[CH:34][CH:35]=[CH:36][CH:37]=1. Given the reactants C(OC([N:8]1[CH2:13][CH2:12][N:11]([CH2:14][C:15]2[N:20]=[C:19]3[N:21](COCC[Si](C)(C)C)[C:22]([C:24]4[CH:29]=[CH:28][C:27]([O:30][CH2:31][C:32]5[CH:37]=[CH:36][CH:35]=[CH:34][CH:33]=5)=[CH:26][CH:25]=4)=[N:23][C:18]3=[CH:17][CH:16]=2)[CH2:10][CH2:9]1)=O)(C)(C)C.C(O)(C(F)(F)F)=O, predict the reaction product. (3) Given the reactants [NH2:1][C:2]1[N:7]=[C:6]([N:8]2[CH2:20][CH2:19][C:11]3([CH2:15][NH:14][C@H:13]([C:16]([OH:18])=[O:17])[CH2:12]3)[CH2:10][CH2:9]2)[CH:5]=[C:4]([O:21][C@H:22]([C:27]2[CH:32]=[CH:31][C:30]([Cl:33])=[CH:29][C:28]=2[C:34]2[CH:39]=[CH:38][CH:37]=[CH:36][CH:35]=2)[C:23]([F:26])([F:25])[F:24])[N:3]=1.NC1N=C(N2CCC3(CN(C(OCC4C=CC=CC=4)=O)[C@@H](C(OCC)=O)C3)CC2)C=C(O[C@H](C2C=CC(Cl)=CC=2Br)C(F)(F)F)N=1, predict the reaction product. The product is: [NH2:1][C:2]1[N:7]=[C:6]([N:8]2[CH2:9][CH2:10][C:11]3([CH2:15][NH:14][C@@H:13]([C:16]([OH:18])=[O:17])[CH2:12]3)[CH2:19][CH2:20]2)[CH:5]=[C:4]([O:21][C@H:22]([C:27]2[CH:32]=[CH:31][C:30]([Cl:33])=[CH:29][C:28]=2[C:34]2[CH:39]=[CH:38][CH:37]=[CH:36][CH:35]=2)[C:23]([F:26])([F:25])[F:24])[N:3]=1. (4) Given the reactants [CH:1](/[C:9]1[CH:14]=[CH:13][C:12]([C:15]([F:18])([F:17])[F:16])=[CH:11][C:10]=1[C:19]1[N:23]=[N:22][NH:21][C:20]=1[C:24]#[N:25])=[CH:2]\[C:3]1[CH:8]=[CH:7][CH:6]=[CH:5][CH:4]=1, predict the reaction product. The product is: [CH2:1]([C:9]1[CH:14]=[CH:13][C:12]([C:15]([F:16])([F:17])[F:18])=[CH:11][C:10]=1[C:19]1[N:23]=[N:22][NH:21][C:20]=1[C:24]#[N:25])[CH2:2][C:3]1[CH:4]=[CH:5][CH:6]=[CH:7][CH:8]=1. (5) Given the reactants [CH2:1]([C:3]1[C:8](=[O:9])[NH:7][C:6]([CH3:10])=[C:5]([C:11]2[S:15][C:14]([C:16]([OH:18])=O)=[CH:13][CH:12]=2)[CH:4]=1)[CH3:2].[F:19][C:20]([F:30])([F:29])[C:21]1[CH:28]=[CH:27][C:24]([CH2:25][NH2:26])=[CH:23][CH:22]=1, predict the reaction product. The product is: [F:19][C:20]([F:29])([F:30])[C:21]1[CH:28]=[CH:27][C:24]([CH2:25][NH:26][C:16]([C:14]2[S:15][C:11]([C:5]3[CH:4]=[C:3]([CH2:1][CH3:2])[C:8](=[O:9])[NH:7][C:6]=3[CH3:10])=[CH:12][CH:13]=2)=[O:18])=[CH:23][CH:22]=1.